From a dataset of Reaction yield outcomes from USPTO patents with 853,638 reactions. Predict the reaction yield, written as a fraction of the theoretical maximum amount of product (1.0 means a 100% yield; for example, 0.34 means a 34% yield). (1) The reactants are FC1C=CC=C(F)C=1N[N:10]=[C:11]([C:14]#[N:15])[C:12]#[N:13].[F:16][C:17]1[CH:23]=[CH:22][CH:21]=[C:20]([F:24])[C:18]=1[NH2:19].C(#N)CC#N.O.[NH2:31][NH2:32]. No catalyst specified. The product is [F:16][C:17]1[CH:23]=[CH:22][CH:21]=[C:20]([F:24])[C:18]=1[NH:19][N:10]=[C:11]1[C:12]([NH2:13])=[N:32][N:31]=[C:14]1[NH2:15]. The yield is 0.370. (2) The reactants are [CH3:1][C:2]1[C:3]([CH:8]2[CH2:13][CH2:12][CH2:11][CH:10]([C:14]3[C:19]([CH3:20])=[CH:18][CH:17]=[CH:16][N:15]=3)[N:9]2[CH2:21][CH2:22][NH2:23])=[N:4][CH:5]=[CH:6][CH:7]=1.[C:24]([N:31]1C=CN=C1)(N1C=CN=C1)=[O:25].CCN(C(C)C)C(C)C.N[OH:46].Cl. The catalyst is C1COCC1.C(Cl)Cl. The product is [CH3:20][C:19]1[C:14]([CH:10]2[CH2:11][CH2:12][CH2:13][CH:8]([C:3]3[C:2]([CH3:1])=[CH:7][CH:6]=[CH:5][N:4]=3)[N:9]2[CH2:21][CH2:22][N:23]([OH:46])[C:24]([NH2:31])=[O:25])=[N:15][CH:16]=[CH:17][CH:18]=1. The yield is 0.270. (3) The reactants are Cl[C:2]1[CH:3]=[CH:4][C:5]([N:8]2[CH2:12][C:11]([CH2:14][NH:15][C:16](=[O:37])[C:17]3[CH:22]=[CH:21][C:20]([C:23]4[O:24][C:25]5[C:31]([CH:32]([CH3:34])[CH3:33])=[CH:30][C:29]([C:35]#[N:36])=[CH:28][C:26]=5[N:27]=4)=[CH:19][CH:18]=3)([CH3:13])[O:10][C:9]2=[O:38])=[N:6][CH:7]=1.C(=O)([O-])[O-].[K+].[K+].[F:45][C:46]([F:58])([F:57])[O:47][C:48]1[CH:53]=[CH:52][CH:51]=[CH:50][C:49]=1B(O)O. The catalyst is O1CCCC1.O.C(P([C-]1C=CC=C1)C(C)(C)C)(C)(C)C.[CH-]1C=CC=C1.[Fe+2].[Pd]. The product is [C:35]([C:29]1[CH:30]=[C:31]([CH:32]([CH3:34])[CH3:33])[C:25]2[O:24][C:23]([C:20]3[CH:21]=[CH:22][C:17]([C:16]([NH:15][CH2:14][C:11]4([CH3:13])[O:10][C:9](=[O:38])[N:8]([C:5]5[CH:4]=[CH:3][C:2]([C:49]6[CH:50]=[CH:51][CH:52]=[CH:53][C:48]=6[O:47][C:46]([F:45])([F:58])[F:57])=[CH:7][N:6]=5)[CH2:12]4)=[O:37])=[CH:18][CH:19]=3)=[N:27][C:26]=2[CH:28]=1)#[N:36]. The yield is 0.240. (4) The reactants are [C:1]1([CH2:7][C:8]([NH2:10])=[O:9])[CH:6]=[CH:5][CH:4]=[CH:3][CH:2]=1.C(Cl)(=O)[C:12](Cl)=[O:13].[NH2:17][C:18]1[CH:36]=[CH:35][C:21]([O:22][C:23]2[CH:28]=[CH:27][N:26]=[C:25]([NH:29][C:30]([N:32]([CH3:34])[CH3:33])=[O:31])[CH:24]=2)=[C:20]([F:37])[CH:19]=1.C(OCC)(=O)C. The catalyst is ClCCCl.CN(C)C=O. The product is [CH3:33][N:32]([CH3:34])[C:30]([NH:29][C:25]1[CH:24]=[C:23]([O:22][C:21]2[CH:35]=[CH:36][C:18]([NH:17][C:12]([NH:10][C:8](=[O:9])[CH2:7][C:1]3[CH:6]=[CH:5][CH:4]=[CH:3][CH:2]=3)=[O:13])=[CH:19][C:20]=2[F:37])[CH:28]=[CH:27][N:26]=1)=[O:31]. The yield is 0.260. (5) The reactants are [Cl:1][C:2]1[CH:34]=[CH:33][C:5]([C:6]([C@@:8]2([OH:32])[C@@H:12]([CH2:13][O:14][C:15](=[O:23])[C:16]3[CH:21]=[CH:20][C:19]([Cl:22])=[CH:18][CH:17]=3)[O:11][C@@H:10](N3C=CC(=O)NC3=O)[CH2:9]2)=[O:7])=[CH:4][CH:3]=1.[C@@H:35]1([N:44]2C=CC(=O)N[C:45]2=[O:46])O[C@H](CO)[C@@H:38](O)[C@H:36]1O.C[N:53]1CCCCC1.C1(C)C=CC(S(Cl)(=O)=O)=CC=1.[NH3:70]. The product is [Cl:1][C:2]1[CH:34]=[CH:33][C:5]([C:6]([C@@:8]2([OH:32])[C@@H:12]([CH2:13][O:14][C:15](=[O:23])[C:16]3[CH:17]=[CH:18][C:19]([Cl:22])=[CH:20][CH:21]=3)[O:11][C@@H:10]([N:70]3[CH:38]=[CH:36][C:35]([NH2:53])=[N:44][C:45]3=[O:46])[CH2:9]2)=[O:7])=[CH:4][CH:3]=1. The yield is 0.540. The catalyst is CC(O)C.C(N(CC)CC)C.C(#N)C. (6) The reactants are [C:1]([O:4][C:5]1[CH:10]=[CH:9][C:8]([C:11]2[CH:16]=[CH:15][C:14]([C:17]([OH:19])=O)=[CH:13][CH:12]=2)=[CH:7][CH:6]=1)(=[O:3])[CH3:2].S(Cl)([Cl:22])=O. No catalyst specified. The product is [C:1]([O:4][C:5]1[CH:10]=[CH:9][C:8]([C:11]2[CH:16]=[CH:15][C:14]([C:17]([Cl:22])=[O:19])=[CH:13][CH:12]=2)=[CH:7][CH:6]=1)(=[O:3])[CH3:2]. The yield is 4.98. (7) The reactants are [CH3:1][O:2][C:3]1[CH:9]=[CH:8][C:6]([NH2:7])=[CH:5][CH:4]=1.C([O:12][CH:13]=[C:14]([C:20](OCC)=O)[C:15]([O:17][CH2:18][CH3:19])=[O:16])C. The catalyst is O(C1C=CC=CC=1)C1C=CC=CC=1. The product is [OH:12][C:13]1[C:8]2[C:6](=[CH:5][CH:4]=[C:3]([O:2][CH3:1])[CH:9]=2)[N:7]=[CH:20][C:14]=1[C:15]([O:17][CH2:18][CH3:19])=[O:16]. The yield is 0.170. (8) The reactants are [C:1]([N:5]([CH3:20])[C:6]([C:8]1[CH:13]=[CH:12][C:11]([C:14]#[C:15][Si](C)(C)C)=[CH:10][N:9]=1)=[O:7])([CH3:4])([CH3:3])[CH3:2].[F:21][C:22]1[CH:27]=[CH:26][CH:25]=[C:24](I)[CH:23]=1.CCN(CC)CC.CCCC[N+](CCCC)(CCCC)CCCC.[F-].C1COCC1. The catalyst is CN(C=O)C.C1C=CC(P(C2C=CC=CC=2)C2C=CC=CC=2)=CC=1.C1C=CC(P(C2C=CC=CC=2)C2C=CC=CC=2)=CC=1.Cl[Pd]Cl.[Cu]I. The product is [C:1]([N:5]([CH3:20])[C:6]([C:8]1[CH:13]=[CH:12][C:11]([C:14]#[C:15][C:24]2[CH:25]=[CH:26][CH:27]=[C:22]([F:21])[CH:23]=2)=[CH:10][N:9]=1)=[O:7])([CH3:4])([CH3:3])[CH3:2]. The yield is 0.990.